Dataset: CYP1A2 inhibition data for predicting drug metabolism from PubChem BioAssay. Task: Regression/Classification. Given a drug SMILES string, predict its absorption, distribution, metabolism, or excretion properties. Task type varies by dataset: regression for continuous measurements (e.g., permeability, clearance, half-life) or binary classification for categorical outcomes (e.g., BBB penetration, CYP inhibition). Dataset: cyp1a2_veith. (1) The drug is CCCCNC(=O)NS(=O)(=O)c1ccc(C)cc1. The result is 0 (non-inhibitor). (2) The result is 1 (inhibitor). The compound is CCc1cc(Cl)c(OC)c(C(=O)NC[C@@H]2CCCN2CC)c1O.